From a dataset of Full USPTO retrosynthesis dataset with 1.9M reactions from patents (1976-2016). Predict the reactants needed to synthesize the given product. (1) The reactants are: [NH:1]1[CH2:5][CH2:4][CH2:3][CH2:2]1.[CH3:6][CH2:7][C:8](=O)[CH2:9][CH3:10].[C-]#N.[K+].CC(N1CCCC1)(C)[C:17]#[N:18]. Given the product [CH2:7]([C:8]([N:1]1[CH2:5][CH2:4][CH2:3][CH2:2]1)([CH2:9][CH3:10])[C:17]#[N:18])[CH3:6], predict the reactants needed to synthesize it. (2) Given the product [CH3:1][O:2][C:3]([C:5]1[S:6][CH:7]=[C:8]([Br:11])[C:9]=1[CH2:10][Br:12])=[O:4], predict the reactants needed to synthesize it. The reactants are: [CH3:1][O:2][C:3]([C:5]1[S:6][CH:7]=[C:8]([Br:11])[C:9]=1[CH3:10])=[O:4].[Br:12]N1C(=O)CCC1=O.C(OOC(=O)C1C=CC=CC=1)(=O)C1C=CC=CC=1.